Dataset: Forward reaction prediction with 1.9M reactions from USPTO patents (1976-2016). Task: Predict the product of the given reaction. (1) Given the reactants O=[C:2]1[C:11]2[C:10]([C:12](O)=[O:13])=[CH:9][CH:8]=[CH:7][C:6]=2[NH:5][C:4]([C:15]([OH:17])=[O:16])=[CH:3]1.O.[NH2:19][NH2:20], predict the reaction product. The product is: [O:13]=[C:12]1[C:10]2[CH:9]=[CH:8][CH:7]=[C:6]3[NH:5][C:4]([C:15]([OH:17])=[O:16])=[CH:3][C:2]([C:11]=23)=[N:20][NH:19]1. (2) The product is: [CH:17]([C:2]1[CH:3]=[C:4]2[C:8](=[CH:9][CH:10]=1)[NH:7][N:6]=[C:5]2[C:11]([N:13]([O:15][CH3:16])[CH3:14])=[O:12])=[O:18]. Given the reactants I[C:2]1[CH:3]=[C:4]2[C:8](=[CH:9][CH:10]=1)[NH:7][N:6]=[C:5]2[C:11]([N:13]([O:15][CH3:16])[CH3:14])=[O:12].[CH:17](O[Na])=[O:18], predict the reaction product. (3) Given the reactants [Cl:1][C:2]1[CH:3]=[C:4]2[C:8](=[CH:9][CH:10]=1)[N:7]([CH2:11][C:12]([O:14]C(C)(C)C)=[O:13])[C:6](=[O:19])[C:5]12[C:23](=[O:24])[NH:22][C:21](=[O:25])[N:20]1[CH3:26].Cl[CH2:28][C:29]1[C:30]([C:40]2[CH:45]=[CH:44][CH:43]=[CH:42][CH:41]=2)=[N:31][N:32]([C:34]2[CH:39]=[CH:38][CH:37]=[CH:36][CH:35]=2)[CH:33]=1, predict the reaction product. The product is: [Cl:1][C:2]1[CH:3]=[C:4]2[C:8](=[CH:9][CH:10]=1)[N:7]([CH2:11][C:12]([OH:14])=[O:13])[C:6](=[O:19])[C:5]12[C:23](=[O:24])[N:22]([CH2:28][C:29]2[C:30]([C:40]3[CH:45]=[CH:44][CH:43]=[CH:42][CH:41]=3)=[N:31][N:32]([C:34]3[CH:39]=[CH:38][CH:37]=[CH:36][CH:35]=3)[CH:33]=2)[C:21](=[O:25])[N:20]1[CH3:26]. (4) Given the reactants COC(OC)[N:4]([CH3:6])C.[CH2:9]([O:16][C:17]1[CH:22]=[CH:21][C:20]([C:23](=O)[CH3:24])=[CH:19][CH:18]=1)[C:10]1[CH:15]=[CH:14][CH:13]=[CH:12][CH:11]=1.[CH3:26][NH:27]N, predict the reaction product. The product is: [CH2:9]([O:16][C:17]1[CH:22]=[CH:21][C:20]([C:23]2[N:4]([CH3:6])[N:27]=[CH:26][CH:24]=2)=[CH:19][CH:18]=1)[C:10]1[CH:15]=[CH:14][CH:13]=[CH:12][CH:11]=1. (5) Given the reactants [F:1][C:2]1[C:3]([OH:28])=[CH:4][C:5]2[CH2:11][CH2:10][CH2:9][C:8]([C:12]3[CH:17]=[CH:16][C:15]([F:18])=[C:14]([OH:19])[CH:13]=3)=[C:7]([CH2:20][CH2:21][CH2:22][CH2:23][CH2:24][CH2:25]O)[C:6]=2[CH:27]=1.C1(P(C2C=CC=CC=2)C2C=CC=CC=2)C=CC=CC=1.C(Br)(Br)(Br)[Br:49], predict the reaction product. The product is: [Br:49][CH2:25][CH2:24][CH2:23][CH2:22][CH2:21][CH2:20][C:7]1[C:6]2[CH:27]=[C:2]([F:1])[C:3]([OH:28])=[CH:4][C:5]=2[CH2:11][CH2:10][CH2:9][C:8]=1[C:12]1[CH:17]=[CH:16][C:15]([F:18])=[C:14]([OH:19])[CH:13]=1. (6) Given the reactants Br[C:2]1[CH:3]=[N:4][C:5]2[C:10]([CH:11]=1)=[C:9]([F:12])[C:8]([CH:13]([C:15]1[N:19]3[N:20]=[C:21]([C:24]([N:26]([O:28][CH3:29])[CH3:27])=[O:25])[CH:22]=[CH:23][C:18]3=[N:17][N:16]=1)[CH3:14])=[C:7]([F:30])[CH:6]=2.C([Sn](CCCC)(CCCC)[C:36]([O:38]CC)=[CH2:37])CCC, predict the reaction product. The product is: [C:36]([C:2]1[CH:3]=[N:4][C:5]2[C:10]([CH:11]=1)=[C:9]([F:12])[C:8]([CH:13]([C:15]1[N:19]3[N:20]=[C:21]([C:24]([N:26]([O:28][CH3:29])[CH3:27])=[O:25])[CH:22]=[CH:23][C:18]3=[N:17][N:16]=1)[CH3:14])=[C:7]([F:30])[CH:6]=2)(=[O:38])[CH3:37]. (7) Given the reactants [CH3:1][O:2][C:3]1[CH:4]=[C:5]([CH2:9][C:10]#[N:11])[CH:6]=[CH:7][CH:8]=1.IC.[CH3:14][Si]([N-][Si](C)(C)C)(C)C.[Na+], predict the reaction product. The product is: [CH3:1][O:2][C:3]1[CH:4]=[C:5]([CH:9]([CH3:14])[C:10]#[N:11])[CH:6]=[CH:7][CH:8]=1. (8) Given the reactants CS[C:3]1[S:4]/[C:5](=[CH:9]\[C:10]2[CH:11]=[C:12]3[C:17](=[CH:18][CH:19]=2)[N:16]=[CH:15][CH:14]=[CH:13]3)/[C:6](=[O:8])[N:7]=1.[OH:20][CH2:21][C@H:22]([NH2:25])[CH2:23][CH3:24].CCN(C(C)C)C(C)C, predict the reaction product. The product is: [OH:20][CH2:21][C@H:22]([NH:25][C:3]1[S:4]/[C:5](=[CH:9]\[C:10]2[CH:11]=[C:12]3[C:17](=[CH:18][CH:19]=2)[N:16]=[CH:15][CH:14]=[CH:13]3)/[C:6](=[O:8])[N:7]=1)[CH2:23][CH3:24]. (9) Given the reactants [NH2:1][C:2]1[CH:7]=[CH:6][C:5]([C:8]2[C:12]3[C:13]([NH2:17])=[N:14][CH:15]=[CH:16][C:11]=3[S:10][CH:9]=2)=[CH:4][C:3]=1[F:18].[N:19]([C:22]1[CH:27]=[CH:26][CH:25]=[C:24]([CH3:28])[CH:23]=1)=[C:20]=[O:21], predict the reaction product. The product is: [NH2:17][C:13]1[C:12]2[C:8]([C:5]3[CH:6]=[CH:7][C:2]([NH:1][C:20]([NH:19][C:22]4[CH:27]=[CH:26][CH:25]=[C:24]([CH3:28])[CH:23]=4)=[O:21])=[C:3]([F:18])[CH:4]=3)=[CH:9][S:10][C:11]=2[CH:16]=[CH:15][N:14]=1.